This data is from NCI-60 drug combinations with 297,098 pairs across 59 cell lines. The task is: Regression. Given two drug SMILES strings and cell line genomic features, predict the synergy score measuring deviation from expected non-interaction effect. (1) Drug 1: C1=CC(=C2C(=C1NCCNCCO)C(=O)C3=C(C=CC(=C3C2=O)O)O)NCCNCCO. Drug 2: C1CCC(CC1)NC(=O)N(CCCl)N=O. Cell line: MDA-MB-435. Synergy scores: CSS=1.66, Synergy_ZIP=-5.76, Synergy_Bliss=-4.51, Synergy_Loewe=-18.6, Synergy_HSA=-7.65. (2) Drug 1: C1=C(C(=O)NC(=O)N1)F. Drug 2: CC1CC(C(C(C=C(C(C(C=CC=C(C(=O)NC2=CC(=O)C(=C(C1)C2=O)OC)C)OC)OC(=O)N)C)C)O)OC. Cell line: SK-OV-3. Synergy scores: CSS=53.1, Synergy_ZIP=1.33, Synergy_Bliss=1.66, Synergy_Loewe=-0.395, Synergy_HSA=3.66.